This data is from HIV replication inhibition screening data with 41,000+ compounds from the AIDS Antiviral Screen. The task is: Binary Classification. Given a drug SMILES string, predict its activity (active/inactive) in a high-throughput screening assay against a specified biological target. (1) The compound is NC(=O)NN=C1CC2C3CC4C2C4C13. The result is 0 (inactive). (2) The drug is c1nc2c([nH]1)CCNC2c1ccc2c(c1)OCO2. The result is 0 (inactive). (3) The compound is O=C(Nc1ccc(OCC2=NCCN2)cc1)c1ccc(C(=O)Nc2ccc(OCC3=NCCN3)cc2)cc1. The result is 0 (inactive). (4) The compound is O=S1c2ccccc2Sc2ccccc21. The result is 1 (active).